This data is from Kir2.1 potassium channel HTS with 301,493 compounds. The task is: Binary Classification. Given a drug SMILES string, predict its activity (active/inactive) in a high-throughput screening assay against a specified biological target. (1) The drug is S(C1CCOC1=O)c1sc(Nc2ccc(CC)cc2)nn1. The result is 0 (inactive). (2) The molecule is Clc1cc(CNCCc2ccc(F)cc2)c(OCC)cc1. The result is 1 (active).